From a dataset of NCI-60 drug combinations with 297,098 pairs across 59 cell lines. Regression. Given two drug SMILES strings and cell line genomic features, predict the synergy score measuring deviation from expected non-interaction effect. (1) Drug 1: CC1=C2C(C(=O)C3(C(CC4C(C3C(C(C2(C)C)(CC1OC(=O)C(C(C5=CC=CC=C5)NC(=O)C6=CC=CC=C6)O)O)OC(=O)C7=CC=CC=C7)(CO4)OC(=O)C)O)C)OC(=O)C. Drug 2: CCCCC(=O)OCC(=O)C1(CC(C2=C(C1)C(=C3C(=C2O)C(=O)C4=C(C3=O)C=CC=C4OC)O)OC5CC(C(C(O5)C)O)NC(=O)C(F)(F)F)O. Cell line: SF-268. Synergy scores: CSS=23.7, Synergy_ZIP=-4.48, Synergy_Bliss=-7.52, Synergy_Loewe=-6.13, Synergy_HSA=-5.75. (2) Drug 1: C1CCN(CC1)CCOC2=CC=C(C=C2)C(=O)C3=C(SC4=C3C=CC(=C4)O)C5=CC=C(C=C5)O. Drug 2: CC(CN1CC(=O)NC(=O)C1)N2CC(=O)NC(=O)C2. Cell line: COLO 205. Synergy scores: CSS=39.6, Synergy_ZIP=6.01, Synergy_Bliss=6.61, Synergy_Loewe=0.0744, Synergy_HSA=1.24.